Predict the product of the given reaction. From a dataset of Forward reaction prediction with 1.9M reactions from USPTO patents (1976-2016). (1) Given the reactants [H-].[Na+].[N:3]1[C:11]([NH2:12])=[C:10]2[C:6]([N:7]=[CH:8][NH:9]2)=[N:5][CH:4]=1.Br[CH2:14][CH2:15][O:16]C(=O)C1C=CC=CC=1.N, predict the reaction product. The product is: [OH:16][CH2:15][CH2:14][N:7]1[CH:8]=[N:9][C:10]2[C:6]1=[N:5][CH:4]=[N:3][C:11]=2[NH2:12]. (2) Given the reactants F[C:2]1[CH:7]=[CH:6][C:5]([N+:8]([O-:10])=[O:9])=[CH:4][CH:3]=1.[CH3:11][N:12]([CH3:18])[CH2:13][CH2:14][CH2:15][NH:16][CH3:17].C(=O)([O-])[O-].[K+].[K+], predict the reaction product. The product is: [CH3:11][N:12]([CH3:18])[CH2:13][CH2:14][CH2:15][N:16]([CH3:17])[C:2]1[CH:7]=[CH:6][C:5]([N+:8]([O-:10])=[O:9])=[CH:4][CH:3]=1. (3) Given the reactants Br[C:2]1[S:25][C:5]2[N:6]=[CH:7][N:8]=[C:9]([N:10]3[CH2:15][CH2:14][CH:13]([CH2:16][O:17][CH2:18][CH2:19][N:20]4[CH2:24][CH2:23][CH2:22][CH2:21]4)[CH2:12][CH2:11]3)[C:4]=2[C:3]=1[C:26]1[CH:31]=[CH:30][CH:29]=[CH:28][CH:27]=1.[CH3:32][N:33](C=O)C, predict the reaction product. The product is: [C:26]1([C:3]2[C:4]3[C:9]([N:10]4[CH2:11][CH2:12][CH:13]([CH2:16][O:17][CH2:18][CH2:19][N:20]5[CH2:24][CH2:23][CH2:22][CH2:21]5)[CH2:14][CH2:15]4)=[N:8][CH:7]=[N:6][C:5]=3[S:25][C:2]=2[C:32]#[N:33])[CH:31]=[CH:30][CH:29]=[CH:28][CH:27]=1. (4) Given the reactants C([O:5][C@@H:6]([C:11]1[C:40]([CH3:41])=[N:39][C:38]2=[CH:42][C:35]3=[N:36][N:37]2[C:12]=1[N:13]1[CH2:47][CH2:46][C:16]([CH3:48])([O:17][CH2:18][CH2:19][CH2:20][CH2:21][C@H:22]([CH3:45])[O:23][C:24]2[CH:25]=[CH:26][C:27]([CH3:44])=[CH:28][C:29]=2[C:30]2[CH:43]=[C:34]3[CH:33]=[CH:32][CH:31]=2)[CH2:15][CH2:14]1)[C:7]([O:9][CH3:10])=[O:8])(C)(C)C.C(O)(C(F)(F)F)=O, predict the reaction product. The product is: [OH:5][C@@H:6]([C:11]1[C:40]([CH3:41])=[N:39][C:38]2=[CH:42][C:35]3=[N:36][N:37]2[C:12]=1[N:13]1[CH2:47][CH2:46][C:16]([CH3:48])([O:17][CH2:18][CH2:19][CH2:20][CH2:21][C@H:22]([CH3:45])[O:23][C:24]2[CH:25]=[CH:26][C:27]([CH3:44])=[CH:28][C:29]=2[C:30]2[CH:43]=[C:34]3[CH:33]=[CH:32][CH:31]=2)[CH2:15][CH2:14]1)[C:7]([O:9][CH3:10])=[O:8].